Dataset: Full USPTO retrosynthesis dataset with 1.9M reactions from patents (1976-2016). Task: Predict the reactants needed to synthesize the given product. (1) Given the product [O:46]=[C:44]1[NH:43][C:42](=[O:47])[CH:41]([CH2:40][C:39]2[CH:38]=[CH:37][C:36]([O:35][CH2:34][C:32]3[N:31]([CH3:50])[C:30]4[CH:51]=[C:26]([O:25][C:24]5[CH:52]=[CH:53][C:21]([NH:20][C:9](=[O:16])[C:10]6[CH:15]=[CH:14][N:13]=[CH:12][CH:11]=6)=[CH:22][CH:23]=5)[CH:27]=[CH:28][C:29]=4[N:33]=3)=[CH:49][CH:48]=2)[S:45]1, predict the reactants needed to synthesize it. The reactants are: C(N(CC)CC)C.Cl.[C:9](Cl)(=[O:16])[C:10]1[CH:15]=[CH:14][N:13]=[CH:12][CH:11]=1.Cl.Cl.[NH2:20][C:21]1[CH:53]=[CH:52][C:24]([O:25][C:26]2[CH:27]=[CH:28][C:29]3[N:33]=[C:32]([CH2:34][O:35][C:36]4[CH:49]=[CH:48][C:39]([CH2:40][CH:41]5[S:45][C:44](=[O:46])[NH:43][C:42]5=[O:47])=[CH:38][CH:37]=4)[N:31]([CH3:50])[C:30]=3[CH:51]=2)=[CH:23][CH:22]=1. (2) Given the product [C:1]([O:5][C:6](=[O:7])[NH:8][C:9]1[CH:10]=[CH:11][C:12]([S:15][C:16]2[CH:24]=[CH:23][C:19]([C:20](=[O:21])[NH:48][C:39]([CH3:41])([C:42]3[CH:47]=[CH:46][CH:45]=[CH:44][CH:43]=3)[CH3:40])=[CH:18][C:17]=2[NH:25][C:26]2[C:27]3[CH:35]=[CH:34][C:33]([CH:36]([CH3:38])[CH3:37])=[N:32][C:28]=3[N:29]=[CH:30][N:31]=2)=[CH:13][CH:14]=1)([CH3:2])([CH3:4])[CH3:3], predict the reactants needed to synthesize it. The reactants are: [C:1]([O:5][C:6]([NH:8][C:9]1[CH:14]=[CH:13][C:12]([S:15][C:16]2[CH:24]=[CH:23][C:19]([C:20](O)=[O:21])=[CH:18][C:17]=2[NH:25][C:26]2[C:27]3[CH:35]=[CH:34][C:33]([CH:36]([CH3:38])[CH3:37])=[N:32][C:28]=3[N:29]=[CH:30][N:31]=2)=[CH:11][CH:10]=1)=[O:7])([CH3:4])([CH3:3])[CH3:2].[C:39]([NH2:48])([C:42]1[CH:47]=[CH:46][CH:45]=[CH:44][CH:43]=1)([CH3:41])[CH3:40].